This data is from Full USPTO retrosynthesis dataset with 1.9M reactions from patents (1976-2016). The task is: Predict the reactants needed to synthesize the given product. (1) Given the product [CH3:32][C:33]1[CH:38]=[CH:37][CH:36]=[C:35]([CH3:39])[C:34]=1[C:2]1[CH:31]=[CH:30][C:5]2[N:6]3[C:17]4[CH:18]=[C:19]([CH2:26][CH:27]([CH3:29])[CH3:28])[C:20]([CH2:22][CH:23]([CH3:25])[CH3:24])=[CH:21][C:16]=4[N:15]=[C:7]3[C:8]3[CH:9]=[CH:10][C:11]([CH3:14])=[N:12][C:13]=3[C:4]=2[CH:3]=1, predict the reactants needed to synthesize it. The reactants are: Cl[C:2]1[CH:31]=[CH:30][C:5]2[N:6]3[C:17]4[CH:18]=[C:19]([CH2:26][CH:27]([CH3:29])[CH3:28])[C:20]([CH2:22][CH:23]([CH3:25])[CH3:24])=[CH:21][C:16]=4[N:15]=[C:7]3[C:8]3[CH:9]=[CH:10][C:11]([CH3:14])=[N:12][C:13]=3[C:4]=2[CH:3]=1.[CH3:32][C:33]1[CH:38]=[CH:37][CH:36]=[C:35]([CH3:39])[C:34]=1B(O)O.O.P([O-])([O-])([O-])=O.[K+].[K+].[K+].CC(C1C=C(C(C)C)C(C2C=CC=CC=2P(C2CCCCC2)C2CCCCC2)=C(C(C)C)C=1)C. (2) Given the product [CH3:1][O:2][C:3]1[C:4]([C:13]([F:14])([F:15])[F:16])=[CH:5][C:6]([N+:10]([O-:12])=[O:11])=[C:7]([O:9][CH2:24][C:25]([O:27][CH2:28][CH3:29])=[O:26])[CH:8]=1, predict the reactants needed to synthesize it. The reactants are: [CH3:1][O:2][C:3]1[C:4]([C:13]([F:16])([F:15])[F:14])=[CH:5][C:6]([N+:10]([O-:12])=[O:11])=[C:7]([OH:9])[CH:8]=1.C(=O)([O-])[O-].[K+].[K+].Br[CH2:24][C:25]([O:27][CH2:28][CH3:29])=[O:26].FC(F)(F)C(O)=O. (3) Given the product [NH:1]([C:40]([O:42][CH2:43][CH:44]1[C:12]2[C:7](=[CH:8][CH:9]=[CH:10][CH:11]=2)[C:6]2[C:49]1=[CH:48][CH:15]=[CH:14][CH:13]=2)=[O:41])[C@H:2]([C:26]([NH:28][CH2:29][C:30]([OH:32])=[O:31])=[O:27])[CH2:3][C:4](=[O:50])[NH:5][C:6]([C:7]1[CH:12]=[CH:11][CH:10]=[CH:9][CH:8]=1)([C:13]1[CH:18]=[CH:17][CH:16]=[CH:15][CH:14]=1)[C:19]1[CH:20]=[CH:21][CH:22]=[CH:23][CH:24]=1, predict the reactants needed to synthesize it. The reactants are: [NH:1]([C:40]([O:42][CH2:43][C:44]1[CH:49]=[CH:48]C=CC=1)=[O:41])[C@H:2]([C:26]([NH:28][CH2:29][C:30]([O:32]CC1C=CC=CC=1)=[O:31])=[O:27])[CH2:3][C:4](=O)[NH:5][C:6]([C:19]1[CH:24]=[CH:23][CH:22]=[CH:21][CH:20]=1)([C:13]1[CH:18]=[CH:17][CH:16]=[CH:15][CH:14]=1)[C:7]1[CH:12]=[CH:11][CH:10]=[CH:9][CH:8]=1.[OH2:50]. (4) Given the product [CH2:1]([O:3][C:4](=[O:35])[C@@H:5]([O:33][CH3:34])[CH2:6][C:7]1[CH:8]=[CH:9][C:10]([O:13][CH2:14][CH2:15][CH2:16][O:17][C:18]2[CH:23]=[CH:22][C:21]([CH:24]([C:25]3[CH:30]=[CH:29][C:28]([F:31])=[CH:27][CH:26]=3)[OH:32])=[CH:20][CH:19]=2)=[CH:11][CH:12]=1)[CH3:2], predict the reactants needed to synthesize it. The reactants are: [CH2:1]([O:3][C:4](=[O:35])[C@@H:5]([O:33][CH3:34])[CH2:6][C:7]1[CH:12]=[CH:11][C:10]([O:13][CH2:14][CH2:15][CH2:16][O:17][C:18]2[CH:23]=[CH:22][C:21]([C:24](=[O:32])[C:25]3[CH:30]=[CH:29][C:28]([F:31])=[CH:27][CH:26]=3)=[CH:20][CH:19]=2)=[CH:9][CH:8]=1)[CH3:2].[BH4-].[Na+]. (5) Given the product [CH2:1]([O:3][C:4](=[O:17])[C:5]([C:8]1[CH:9]=[CH:10][C:11]([CH2:14][CH2:15][O:16][S:26]([CH3:25])(=[O:28])=[O:27])=[CH:12][CH:13]=1)([CH3:7])[CH3:6])[CH3:2], predict the reactants needed to synthesize it. The reactants are: [CH2:1]([O:3][C:4](=[O:17])[C:5]([C:8]1[CH:13]=[CH:12][C:11]([CH2:14][CH2:15][OH:16])=[CH:10][CH:9]=1)([CH3:7])[CH3:6])[CH3:2].C(N(CC)CC)C.[CH3:25][S:26](Cl)(=[O:28])=[O:27].ClCCl. (6) Given the product [CH3:9][O:10][C:11](=[O:33])[CH:12]([C:13]1[CH:14]=[C:15]([C:26]2[CH:31]=[CH:30][C:29]([Cl:32])=[CH:28][CH:27]=2)[CH:16]=[C:17]([C:19]2[CH:20]=[CH:21][C:22]([Cl:25])=[CH:23][CH:24]=2)[CH:18]=1)[CH2:2][CH2:3][CH3:4], predict the reactants needed to synthesize it. The reactants are: [Li+].[CH3:2][CH:3]([N-]C(C)C)[CH3:4].[CH3:9][O:10][C:11](=[O:33])[CH2:12][C:13]1[CH:14]=[C:15]([C:26]2[CH:31]=[CH:30][C:29]([Cl:32])=[CH:28][CH:27]=2)[CH:16]=[C:17]([C:19]2[CH:24]=[CH:23][C:22]([Cl:25])=[CH:21][CH:20]=2)[CH:18]=1.ICCC.[Cl-].[NH4+]. (7) Given the product [Cl:1][C:2]1[CH:3]=[C:4]([CH2:12][C:13]([O:15][CH3:16])=[O:14])[CH:5]=[CH:6][C:7]=1[C:8]1[N:9]=[C:52]([C:50]2[N:51]=[C:40]3[C:39]([Cl:38])=[CH:44][C:43]([C:45]([F:46])([F:47])[F:48])=[CH:42][N:41]3[CH:49]=2)[O:11][N:10]=1, predict the reactants needed to synthesize it. The reactants are: [Cl:1][C:2]1[CH:3]=[C:4]([CH2:12][C:13]([O:15][CH3:16])=[O:14])[CH:5]=[CH:6][C:7]=1[C:8](=[N:10][OH:11])[NH2:9].CCN=C=NCCCN(C)C.C1C=CC2N(O)N=NC=2C=1.[Cl:38][C:39]1[C:40]2[N:41]([CH:49]=[C:50]([C:52](O)=O)[N:51]=2)[CH:42]=[C:43]([C:45]([F:48])([F:47])[F:46])[CH:44]=1.